Task: Regression. Given a peptide amino acid sequence and an MHC pseudo amino acid sequence, predict their binding affinity value. This is MHC class I binding data.. Dataset: Peptide-MHC class I binding affinity with 185,985 pairs from IEDB/IMGT (1) The peptide sequence is RPFNNILNL. The MHC is HLA-A24:02 with pseudo-sequence HLA-A24:02. The binding affinity (normalized) is 0. (2) The peptide sequence is IHPDLLMPL. The MHC is Mamu-A01 with pseudo-sequence Mamu-A01. The binding affinity (normalized) is 0.270. (3) The MHC is HLA-B51:01 with pseudo-sequence HLA-B51:01. The peptide sequence is MPALTIACM. The binding affinity (normalized) is 0.240. (4) The binding affinity (normalized) is 0.0847. The MHC is HLA-A02:01 with pseudo-sequence HLA-A02:01. The peptide sequence is FYLFTFTIY. (5) The peptide sequence is KAALDLSHFL. The MHC is HLA-A31:01 with pseudo-sequence HLA-A31:01. The binding affinity (normalized) is 0.177. (6) The peptide sequence is ERNPYENIL. The MHC is HLA-A31:01 with pseudo-sequence HLA-A31:01. The binding affinity (normalized) is 0.0847. (7) The peptide sequence is RIEQLYPFA. The MHC is HLA-B15:17 with pseudo-sequence HLA-B15:17. The binding affinity (normalized) is 0.0847. (8) The peptide sequence is SWDQMWKCL. The MHC is Patr-A0901 with pseudo-sequence Patr-A0901. The binding affinity (normalized) is 0.501. (9) The peptide sequence is IVTVTTKDY. The MHC is HLA-A68:01 with pseudo-sequence HLA-A68:01. The binding affinity (normalized) is 0.313.